From a dataset of Forward reaction prediction with 1.9M reactions from USPTO patents (1976-2016). Predict the product of the given reaction. (1) Given the reactants [Cl:1][C:2]1[CH:10]=[CH:9][CH:8]=[C:7]2[C:3]=1[C:4]([CH2:11][C:12]#[N:13])=[CH:5][NH:6]2.[H-].[Na+].[CH3:16][N:17]([CH3:21])[C:18](Cl)=[O:19], predict the reaction product. The product is: [CH3:16][N:17]([CH3:21])[C:18]([N:6]1[C:7]2[C:3](=[C:2]([Cl:1])[CH:10]=[CH:9][CH:8]=2)[C:4]([CH2:11][C:12]#[N:13])=[CH:5]1)=[O:19]. (2) Given the reactants [C:1]1([S:7](Cl)(=[O:9])=[O:8])[CH:6]=[CH:5][CH:4]=[CH:3][CH:2]=1.Cl.[CH3:12][N:13]1[CH2:18][CH2:17][N:16]([C:19]2[CH:24]=[C:23]([C:25]3[CH:34]=[C:33]4[C:28]([CH2:29][CH2:30][NH:31][CH2:32]4)=[CH:27][CH:26]=3)[N:22]=[C:21]([NH2:35])[N:20]=2)[CH2:15][CH2:14]1, predict the reaction product. The product is: [CH3:12][N:13]1[CH2:14][CH2:15][N:16]([C:19]2[CH:24]=[C:23]([C:25]3[CH:34]=[C:33]4[C:28]([CH2:29][CH2:30][N:31]([S:7]([C:1]5[CH:6]=[CH:5][CH:4]=[CH:3][CH:2]=5)(=[O:9])=[O:8])[CH2:32]4)=[CH:27][CH:26]=3)[N:22]=[C:21]([NH2:35])[N:20]=2)[CH2:17][CH2:18]1. (3) Given the reactants [F:1][C:2]1([F:16])[C:7](=O)[CH2:6][CH2:5][N:4]([C:9]([O:11][C:12]([CH3:15])([CH3:14])[CH3:13])=[O:10])[CH2:3]1.[CH2:17]([NH2:24])[C:18]1[CH:23]=[CH:22][CH:21]=[CH:20][CH:19]=1.C(O[BH-](OC(=O)C)OC(=O)C)(=O)C.[Na+].C([O-])([O-])=O.[Na+].[Na+], predict the reaction product. The product is: [CH2:17]([NH:24][CH:7]1[CH2:6][CH2:5][N:4]([C:9]([O:11][C:12]([CH3:15])([CH3:14])[CH3:13])=[O:10])[CH2:3][C:2]1([F:16])[F:1])[C:18]1[CH:23]=[CH:22][CH:21]=[CH:20][CH:19]=1.